From a dataset of Forward reaction prediction with 1.9M reactions from USPTO patents (1976-2016). Predict the product of the given reaction. (1) The product is: [C:43]([NH:1][C:2]1[CH:33]=[CH:32][C:5]([C:6]([NH:8][C@H:9]2[CH2:14][CH2:13][CH2:12][C@@H:11]([NH:15][C:16]3[N:21]=[C:20]([C:22]4[C:30]5[C:25](=[CH:26][CH:27]=[CH:28][CH:29]=5)[NH:24][CH:23]=4)[C:19]([Cl:31])=[CH:18][N:17]=3)[CH2:10]2)=[O:7])=[CH:4][CH:3]=1)(=[O:46])[CH:44]=[CH2:45]. Given the reactants [NH2:1][C:2]1[CH:33]=[CH:32][C:5]([C:6]([NH:8][C@H:9]2[CH2:14][CH2:13][CH2:12][C@@H:11]([NH:15][C:16]3[N:21]=[C:20]([C:22]4[C:30]5[C:25](=[CH:26][CH:27]=[CH:28][CH:29]=5)[NH:24][CH:23]=4)[C:19]([Cl:31])=[CH:18][N:17]=3)[CH2:10]2)=[O:7])=[CH:4][CH:3]=1.CCN(C(C)C)C(C)C.[C:43](Cl)(=[O:46])[CH:44]=[CH2:45], predict the reaction product. (2) Given the reactants [C:1]([CH:3]1[CH2:5][CH:4]1[C:6]([C:13]1[CH:18]=[CH:17][CH:16]=[C:15]([CH2:19][O:20][CH2:21][O:22][CH3:23])[CH:14]=1)=[CH:7][C:8]([O:10][CH2:11][CH3:12])=[O:9])#[N:2], predict the reaction product. The product is: [C:1]([CH:3]1[CH2:5][CH:4]1[CH:6]([C:13]1[CH:18]=[CH:17][CH:16]=[C:15]([CH2:19][O:20][CH2:21][O:22][CH3:23])[CH:14]=1)[CH2:7][C:8]([O:10][CH2:11][CH3:12])=[O:9])#[N:2]. (3) Given the reactants [CH2:1]([O:5][C:6]1[N:14]=[C:13]2[C:9]([N:10]=[C:11]([O:26]C)[N:12]2[CH2:15][CH2:16][CH2:17][CH2:18][CH2:19][CH:20]2[CH2:25][CH2:24][NH:23][CH2:22][CH2:21]2)=[C:8]([NH2:28])[N:7]=1)[CH2:2][CH2:3][CH3:4].I[CH:30]1[CH2:34][CH2:33][CH2:32][CH2:31]1, predict the reaction product. The product is: [NH2:28][C:8]1[N:7]=[C:6]([O:5][CH2:1][CH2:2][CH2:3][CH3:4])[N:14]=[C:13]2[C:9]=1[NH:10][C:11](=[O:26])[N:12]2[CH2:15][CH2:16][CH2:17][CH2:18][CH2:19][CH:20]1[CH2:21][CH2:22][N:23]([CH:30]2[CH2:34][CH2:33][CH2:32][CH2:31]2)[CH2:24][CH2:25]1. (4) Given the reactants [C:1]([O:5][C:6]([N:8]1[CH2:13][CH2:12][N:11]([S:14]([CH3:17])(=[O:16])=[O:15])[CH:10]([CH:18]=O)[CH2:9]1)=[O:7])([CH3:4])([CH3:3])[CH3:2].Cl.[CH3:21][NH:22][CH3:23], predict the reaction product. The product is: [C:1]([O:5][C:6]([N:8]1[CH2:13][CH2:12][N:11]([S:14]([CH3:17])(=[O:16])=[O:15])[CH:10]([CH2:18][N:22]([CH3:23])[CH3:21])[CH2:9]1)=[O:7])([CH3:4])([CH3:3])[CH3:2]. (5) Given the reactants [C:1]([O:5][C:6]([N:8]1[CH2:13][CH2:12][N:11](C2C=CC(N)=CN=2)[CH2:10][CH2:9]1)=[O:7])([CH3:4])([CH3:3])[CH3:2].[C:21]1([C:27]2[O:28][C:29]([C:35]([F:38])([F:37])[F:36])=[C:30]([C:32]([OH:34])=O)[N:31]=2)[CH:26]=[CH:25][CH:24]=[CH:23][CH:22]=1.F[P-](F)(F)(F)(F)F.Br[P+]([N:58]1[CH2:62][CH2:61][CH2:60][CH2:59]1)([N:58]1[CH2:62][CH2:61][CH2:60][CH2:59]1)[N:58]1[CH2:62][CH2:61][CH2:60][CH2:59]1.[CH2:63]([N:65](CC)CC)C, predict the reaction product. The product is: [C:1]([O:5][C:6]([N:8]1[CH2:9][CH2:10][NH:11][CH2:12][CH:13]1[C:59]1[CH:60]=[CH:61][C:62]([NH:58][C:32]([C:30]2[N:31]=[C:27]([C:21]3[CH:22]=[CH:23][CH:24]=[CH:25][CH:26]=3)[O:28][C:29]=2[C:35]([F:38])([F:37])[F:36])=[O:34])=[CH:63][N:65]=1)=[O:7])([CH3:2])([CH3:3])[CH3:4].